This data is from Forward reaction prediction with 1.9M reactions from USPTO patents (1976-2016). The task is: Predict the product of the given reaction. (1) Given the reactants [CH2:1]([C:3]1[CH:8]=[CH:7][C:6]([CH:9]2[CH2:14][N:13]([C:15]([N:17]3[CH2:22][CH2:21][O:20][CH2:19][CH2:18]3)=[O:16])[CH2:12][CH:11]([C:23]([OH:25])=O)[CH2:10]2)=[CH:5][CH:4]=1)[CH3:2].O[C:27]1([C:34](=[NH:36])[NH2:35])[CH:32]=[CH:31][CH:30]=[C:29]([CH3:33])[CH2:28]1, predict the reaction product. The product is: [CH2:1]([C:3]1[CH:4]=[CH:5][C:6]([CH:9]2[CH2:10][CH:11]([C:23]3[O:25][N:36]=[C:34]([C:27]4[CH:32]=[CH:31][CH:30]=[C:29]([CH3:33])[CH:28]=4)[N:35]=3)[CH2:12][N:13]([C:15]([N:17]3[CH2:18][CH2:19][O:20][CH2:21][CH2:22]3)=[O:16])[CH2:14]2)=[CH:7][CH:8]=1)[CH3:2]. (2) Given the reactants [F:1][C:2]1[CH:3]=[C:4]([N+:12]([O-])=O)[CH:5]=[CH:6][C:7]=1[S:8]([CH3:11])(=[O:10])=[O:9].C(O)(=O)C, predict the reaction product. The product is: [F:1][C:2]1[CH:3]=[C:4]([CH:5]=[CH:6][C:7]=1[S:8]([CH3:11])(=[O:10])=[O:9])[NH2:12]. (3) Given the reactants [H-].[Na+].[C:3]([C:6]1[CH:11]=[CH:10][CH:9]=[CH:8][CH:7]=1)(=[O:5])[CH3:4].[C:12](OCC)(=[O:18])[C:13]([O:15][CH2:16][CH3:17])=[O:14], predict the reaction product. The product is: [O:18]=[C:12]([CH2:4][C:3](=[O:5])[C:6]1[CH:11]=[CH:10][CH:9]=[CH:8][CH:7]=1)[C:13]([O:15][CH2:16][CH3:17])=[O:14]. (4) Given the reactants [CH2:1]([O:3][C:4](=[O:17])[CH2:5][N:6]1[C:14]2[C:9](=[CH:10][C:11]([F:15])=[CH:12][CH:13]=2)[CH:8]=[C:7]1[CH3:16])[CH3:2].[CH3:18][S:19][CH2:20][CH2:21][SH:22].II.[I-].[K+], predict the reaction product. The product is: [CH2:1]([O:3][C:4](=[O:17])[CH2:5][N:6]1[C:14]2[C:9](=[CH:10][C:11]([F:15])=[CH:12][CH:13]=2)[C:8]([S:22][CH2:21][CH2:20][S:19][CH3:18])=[C:7]1[CH3:16])[CH3:2]. (5) Given the reactants [Br:1][C:2]1[CH:7]=[CH:6][C:5](S)=[C:4]([O:9][C:10]([F:13])([F:12])[F:11])[CH:3]=1.IC.[C:16](=O)([O-])[O-].[K+].[K+].BrC1C=CC(SC)=C(OC(F)(F)F)C=1.O[O:37][S:38]([O-:40])=O.[K+], predict the reaction product. The product is: [Br:1][C:2]1[CH:7]=[CH:6][C:5]([S:38]([CH3:16])(=[O:40])=[O:37])=[C:4]([O:9][C:10]([F:13])([F:12])[F:11])[CH:3]=1.